The task is: Regression. Given a peptide amino acid sequence and an MHC pseudo amino acid sequence, predict their binding affinity value. This is MHC class I binding data.. This data is from Peptide-MHC class I binding affinity with 185,985 pairs from IEDB/IMGT. (1) The peptide sequence is VIQSVRRL. The MHC is H-2-Db with pseudo-sequence H-2-Db. The binding affinity (normalized) is 0.00922. (2) The peptide sequence is YRPVFSSPP. The MHC is HLA-B27:05 with pseudo-sequence HLA-B27:05. The binding affinity (normalized) is 0. (3) The peptide sequence is IMRRRQYVL. The MHC is HLA-B08:01 with pseudo-sequence HLA-B08:01. The binding affinity (normalized) is 0.872. (4) The peptide sequence is RRFTQAIYD. The MHC is HLA-A02:01 with pseudo-sequence HLA-A02:01. The binding affinity (normalized) is 0.0847. (5) The peptide sequence is GLYEFTILV. The MHC is HLA-A02:01 with pseudo-sequence HLA-A02:01. The binding affinity (normalized) is 0.936.